The task is: Regression. Given two drug SMILES strings and cell line genomic features, predict the synergy score measuring deviation from expected non-interaction effect.. This data is from NCI-60 drug combinations with 297,098 pairs across 59 cell lines. Drug 1: C1=CC(=CC=C1CCC2=CNC3=C2C(=O)NC(=N3)N)C(=O)NC(CCC(=O)O)C(=O)O. Drug 2: CCN(CC)CCCC(C)NC1=C2C=C(C=CC2=NC3=C1C=CC(=C3)Cl)OC. Cell line: NCI/ADR-RES. Synergy scores: CSS=30.8, Synergy_ZIP=-11.4, Synergy_Bliss=-3.66, Synergy_Loewe=-0.814, Synergy_HSA=-0.478.